From a dataset of TCR-epitope binding with 47,182 pairs between 192 epitopes and 23,139 TCRs. Binary Classification. Given a T-cell receptor sequence (or CDR3 region) and an epitope sequence, predict whether binding occurs between them. (1) The epitope is MMISAGFSL. The TCR CDR3 sequence is CASSTGTSHPVNEQFF. Result: 0 (the TCR does not bind to the epitope). (2) The epitope is AYAQKIFKI. The TCR CDR3 sequence is CASSLRPGEDTGELFF. Result: 0 (the TCR does not bind to the epitope). (3) The epitope is YYRRATRRIR. The TCR CDR3 sequence is CASSEVPSGSRQFF. Result: 0 (the TCR does not bind to the epitope). (4) The epitope is ILHCANFNV. The TCR CDR3 sequence is CASTPGLAGSDEQFF. Result: 0 (the TCR does not bind to the epitope). (5) The epitope is YVFCTVNAL. The TCR CDR3 sequence is CASSQETPRGPPLARNIQYF. Result: 0 (the TCR does not bind to the epitope). (6) The epitope is FIAGLIAIV. The TCR CDR3 sequence is CASSSRGRIVEQYF. Result: 0 (the TCR does not bind to the epitope).